From a dataset of Forward reaction prediction with 1.9M reactions from USPTO patents (1976-2016). Predict the product of the given reaction. (1) Given the reactants [F:1][C:2]1[CH:7]=[C:6](B2OC(C)(C)C(C)(C)O2)[CH:5]=[CH:4][C:3]=1[C:17]1[CH:18]=[C:19]2[CH:25]=[CH:24][NH:23][C:20]2=[N:21][CH:22]=1.Br[C:27]1[CH:32]=[CH:31][CH:30]=[CH:29][C:28]=1[S:33]([N:36]1[CH2:41][CH2:40][CH:39]([NH:42][C:43](=[O:49])[O:44][C:45]([CH3:48])([CH3:47])[CH3:46])[CH2:38][CH2:37]1)(=[O:35])=[O:34], predict the reaction product. The product is: [F:1][C:2]1[CH:7]=[C:6]([C:27]2[CH:32]=[CH:31][CH:30]=[CH:29][C:28]=2[S:33]([N:36]2[CH2:37][CH2:38][CH:39]([NH:42][C:43](=[O:49])[O:44][C:45]([CH3:47])([CH3:46])[CH3:48])[CH2:40][CH2:41]2)(=[O:34])=[O:35])[CH:5]=[CH:4][C:3]=1[C:17]1[CH:18]=[C:19]2[CH:25]=[CH:24][NH:23][C:20]2=[N:21][CH:22]=1. (2) The product is: [Br:5][C:6]1[CH:7]=[CH:8][C:9]2[NH:14][CH2:13][CH2:12][O:11][C:10]=2[N:16]=1. Given the reactants CSC.B.[Br:5][C:6]1[CH:7]=[CH:8][C:9]2[NH:14][C:13](=O)[CH2:12][O:11][C:10]=2[N:16]=1, predict the reaction product. (3) Given the reactants [F:1][C:2]([F:31])([F:30])[C:3]1[CH:29]=[CH:28][C:6]([O:7][C:8]2[CH:9]=[C:10]([CH:25]=[CH:26][CH:27]=2)[CH:11]=[C:12]2[CH2:17][CH2:16][N:15](C(OC(C)(C)C)=O)[CH2:14][CH2:13]2)=[CH:5][CH:4]=1.[ClH:32].O1CCOCC1, predict the reaction product. The product is: [ClH:32].[F:31][C:2]([F:1])([F:30])[C:3]1[CH:4]=[CH:5][C:6]([O:7][C:8]2[CH:9]=[C:10]([CH:25]=[CH:26][CH:27]=2)[CH:11]=[C:12]2[CH2:17][CH2:16][NH:15][CH2:14][CH2:13]2)=[CH:28][CH:29]=1. (4) Given the reactants [N:1]1[CH:6]=[CH:5][C:4]([CH2:7][NH2:8])=[CH:3][CH:2]=1.[CH3:9][N:10]([CH3:19])[C:11]1[CH:18]=[CH:17][C:14]([CH:15]=O)=[CH:13][CH:12]=1.[BH3-]C#N.[Na+], predict the reaction product. The product is: [CH3:9][N:10]([CH3:19])[C:11]1[CH:18]=[CH:17][C:14]([CH2:15][NH:8][CH2:7][C:4]2[CH:5]=[CH:6][N:1]=[CH:2][CH:3]=2)=[CH:13][CH:12]=1. (5) The product is: [CH3:19][O:20][CH2:21][CH2:22][NH:23][C:2]1[CH:7]=[CH:6][C:5]([S:8]([NH2:11])(=[O:10])=[O:9])=[CH:4][C:3]=1[S:12]([C:15]([F:18])([F:17])[F:16])(=[O:14])=[O:13]. Given the reactants F[C:2]1[CH:7]=[CH:6][C:5]([S:8]([NH2:11])(=[O:10])=[O:9])=[CH:4][C:3]=1[S:12]([C:15]([F:18])([F:17])[F:16])(=[O:14])=[O:13].[CH3:19][O:20][CH2:21][CH2:22][NH2:23].C(N(CC)CC)C, predict the reaction product.